Predict the product of the given reaction. From a dataset of Forward reaction prediction with 1.9M reactions from USPTO patents (1976-2016). (1) Given the reactants [F:1][C:2]1([F:7])[CH2:6][CH2:5][NH:4][CH2:3]1.C[O:9][C:10]([C:12]1[C:16]([NH:17][C:18]([C:20]2[C:25]([NH:26][C:27]3[CH:28]=[N:29][CH:30]=[N:31][CH:32]=3)=[CH:24][CH:23]=[C:22]([CH:33]3[CH2:35][CH2:34]3)[N:21]=2)=[O:19])=[CH:15][N:14]([CH3:36])[N:13]=1)=O, predict the reaction product. The product is: [F:1][C:2]1([F:7])[CH2:6][CH2:5][N:4]([C:10]([C:12]2[C:16]([NH:17][C:18]([C:20]3[C:25]([NH:26][C:27]4[CH:28]=[N:29][CH:30]=[N:31][CH:32]=4)=[CH:24][CH:23]=[C:22]([CH:33]4[CH2:35][CH2:34]4)[N:21]=3)=[O:19])=[CH:15][N:14]([CH3:36])[N:13]=2)=[O:9])[CH2:3]1. (2) Given the reactants [CH3:1][N:2]([C@H](C1C=CC(OC)=CC=1)C)[C@@H:3]1[C:12]2[N:11]=[CH:10][CH:9]=[CH:8][C:7]=2[CH2:6][CH2:5][CH2:4]1, predict the reaction product. The product is: [CH3:1][NH:2][C@@H:3]1[C:12]2[N:11]=[CH:10][CH:9]=[CH:8][C:7]=2[CH2:6][CH2:5][CH2:4]1. (3) Given the reactants [CH3:1][O:2][C:3]1[CH:4]=[C:5]([CH:21]=[CH:22][CH:23]=1)[CH2:6][CH:7]1[C:16]2[C:11](=[CH:12][C:13]([O:19][CH3:20])=[C:14]([O:17][CH3:18])[CH:15]=2)[CH2:10][CH2:9][NH:8]1.Br[CH2:25][C:26](Br)=[O:27].[NH2:29][CH2:30][C:31]1[CH:32]=[N:33][CH:34]=[CH:35][CH:36]=1, predict the reaction product. The product is: [CH3:1][O:2][C:3]1[CH:4]=[C:5]([CH:21]=[CH:22][CH:23]=1)[CH2:6][CH:7]1[C:16]2[C:11](=[CH:12][C:13]([O:19][CH3:20])=[C:14]([O:17][CH3:18])[CH:15]=2)[CH2:10][CH2:9][N:8]1[CH2:25][C:26]([NH:29][CH2:30][C:31]1[CH:32]=[N:33][CH:34]=[CH:35][CH:36]=1)=[O:27]. (4) Given the reactants [CH3:1][N:2]1[C:7](=[O:8])[C:6]2=[C:9]([C:23]3[CH:24]=[C:25]([CH:29]=[CH:30][CH:31]=3)[C:26]([OH:28])=[O:27])[N:10]([CH2:12][C:13]3[C:22]4[C:17](=[CH:18][CH:19]=[CH:20][CH:21]=4)[CH:16]=[CH:15][CH:14]=3)[N:11]=[C:5]2[NH:4][C:3]1=[O:32].C1(P(C2C=CC=CC=2)C2C=CC=CC=2)C=CC=CC=1.[Cl:52][C:53]1[CH:58]=[CH:57][CH:56]=[CH:55][C:54]=1[CH2:59]O, predict the reaction product. The product is: [Cl:52][C:53]1[CH:58]=[CH:57][CH:56]=[CH:55][C:54]=1[CH2:59][N:4]1[C:5]2=[N:11][N:10]([CH2:12][C:13]3[C:22]4[C:17](=[CH:18][CH:19]=[CH:20][CH:21]=4)[CH:16]=[CH:15][CH:14]=3)[C:9]([C:23]3[CH:24]=[C:25]([CH:29]=[CH:30][CH:31]=3)[C:26]([OH:28])=[O:27])=[C:6]2[C:7](=[O:8])[N:2]([CH3:1])[C:3]1=[O:32]. (5) The product is: [C:39]([CH2:38][N:35]1[CH2:36][CH2:37][CH:32]([O:31][C:25]2[CH:26]=[CH:27][C:28]([I:30])=[CH:29][C:24]=2[CH:11]2[C:10]3([C:5]4[C:6](=[CH:7][C:2]([Cl:1])=[CH:3][CH:4]=4)[NH:8][C:9]3=[O:42])[CH:15]([C:16]3[CH:21]=[CH:20][CH:19]=[C:18]([Cl:22])[CH:17]=3)[CH2:14][C:13](=[O:23])[NH:12]2)[CH2:33][CH2:34]1)(=[O:40])[NH2:45]. Given the reactants [Cl:1][C:2]1[CH:7]=[C:6]2[NH:8][C:9](=[O:42])[C:10]3([CH:15]([C:16]4[CH:21]=[CH:20][CH:19]=[C:18]([Cl:22])[CH:17]=4)[CH2:14][C:13](=[O:23])[NH:12][CH:11]3[C:24]3[CH:29]=[C:28]([I:30])[CH:27]=[CH:26][C:25]=3[O:31][CH:32]3[CH2:37][CH2:36][N:35]([CH2:38][C:39](O)=[O:40])[CH2:34][CH2:33]3)[C:5]2=[CH:4][CH:3]=1.CC[N:45]=C=NCCCN(C)C.C1C=CC2N(O)N=NC=2C=1.C(N(C(C)C)CC)(C)C.[NH4+].[Cl-], predict the reaction product.